This data is from Reaction yield outcomes from USPTO patents with 853,638 reactions. The task is: Predict the reaction yield, written as a fraction of the theoretical maximum amount of product (1.0 means a 100% yield; for example, 0.34 means a 34% yield). The reactants are Br[C:2]1[CH:11]=[C:10]2[C:5]([N:6]=[C:7]([C:12]3[CH:17]=[CH:16][C:15]([F:18])=[C:14]([F:19])[CH:13]=3)[CH:8]=[N:9]2)=[C:4]([C:20]([NH:22][CH2:23][C:24]([O:26]CC)=[O:25])=[O:21])[C:3]=1[OH:29].[C:30]1(B2OC(C)(C)C(C)(C)O2)[CH2:35][CH2:34][CH2:33][CH2:32][CH:31]=1.C(=O)([O-])[O-].[K+].[K+].[OH-].[Na+]. The catalyst is O1CCOCC1.O.CO.C1C=CC([P]([Pd]([P](C2C=CC=CC=2)(C2C=CC=CC=2)C2C=CC=CC=2)([P](C2C=CC=CC=2)(C2C=CC=CC=2)C2C=CC=CC=2)[P](C2C=CC=CC=2)(C2C=CC=CC=2)C2C=CC=CC=2)(C2C=CC=CC=2)C2C=CC=CC=2)=CC=1. The product is [C:30]1([C:2]2[CH:11]=[C:10]3[C:5]([N:6]=[C:7]([C:12]4[CH:17]=[CH:16][C:15]([F:18])=[C:14]([F:19])[CH:13]=4)[CH:8]=[N:9]3)=[C:4]([C:20]([NH:22][CH2:23][C:24]([OH:26])=[O:25])=[O:21])[C:3]=2[OH:29])[CH2:35][CH2:34][CH2:33][CH2:32][CH:31]=1. The yield is 0.722.